From a dataset of Full USPTO retrosynthesis dataset with 1.9M reactions from patents (1976-2016). Predict the reactants needed to synthesize the given product. (1) Given the product [C:1]1([CH2:11][C:13]2[CH:41]=[CH:40][C:16]3[N:17]([CH2:21][CH2:22][O:23][C:24]4[CH:39]=[CH:38][C:27]([CH2:28][CH:29]([C:34]([O:36][CH3:37])=[O:35])[C:30]([O:32][CH3:33])=[O:31])=[CH:26][CH:25]=4)[C:18](=[O:20])[S:19][C:15]=3[CH:14]=2)[C:10]2[C:5](=[CH:6][CH:7]=[CH:8][CH:9]=2)[CH:4]=[CH:3][CH:2]=1, predict the reactants needed to synthesize it. The reactants are: [C:1]1([C:11]([C:13]2[CH:41]=[CH:40][C:16]3[N:17]([CH2:21][CH2:22][O:23][C:24]4[CH:39]=[CH:38][C:27]([CH2:28][CH:29]([C:34]([O:36][CH3:37])=[O:35])[C:30]([O:32][CH3:33])=[O:31])=[CH:26][CH:25]=4)[C:18](=[O:20])[S:19][C:15]=3[CH:14]=2)=O)[C:10]2[C:5](=[CH:6][CH:7]=[CH:8][CH:9]=2)[CH:4]=[CH:3][CH:2]=1. (2) Given the product [CH:9]1([C:12]2[CH:17]=[CH:16][C:15]([O:8][CH2:7][C:6]3[O:1][CH2:2][CH2:3][CH2:4][CH:5]=3)=[CH:14][CH:13]=2)[CH2:11][CH2:10]1, predict the reactants needed to synthesize it. The reactants are: [O:1]1[C:6]([CH2:7][OH:8])=[CH:5][CH2:4][CH2:3][CH2:2]1.[CH:9]1([C:12]2[CH:17]=[CH:16][C:15](O)=[CH:14][CH:13]=2)[CH2:11][CH2:10]1.C(P(CCCC)CCCC)CCC.N(C(N1CCCCC1)=O)=NC(N1CCCCC1)=O. (3) Given the product [CH2:5]([O:12][NH:13][CH:1]=[CH2:2])[C:6]1[CH:11]=[CH:10][CH:9]=[CH:8][CH:7]=1, predict the reactants needed to synthesize it. The reactants are: [CH:1](=O)[CH3:2].Cl.[CH2:5]([O:12][NH2:13])[C:6]1[CH:11]=[CH:10][CH:9]=[CH:8][CH:7]=1. (4) Given the product [CH2:19]([NH:26][C:2]1[NH:6][C:5]2[CH:7]=[C:8]([C:12]3[C:13]([CH3:18])=[N:14][O:15][C:16]=3[CH3:17])[CH:9]=[C:10]([I:11])[C:4]=2[N:3]=1)[C:20]1[CH:25]=[CH:24][CH:23]=[CH:22][CH:21]=1, predict the reactants needed to synthesize it. The reactants are: Cl[C:2]1[NH:6][C:5]2[CH:7]=[C:8]([C:12]3[C:13]([CH3:18])=[N:14][O:15][C:16]=3[CH3:17])[CH:9]=[C:10]([I:11])[C:4]=2[N:3]=1.[CH2:19]([NH2:26])[C:20]1[CH:25]=[CH:24][CH:23]=[CH:22][CH:21]=1.C(N(CC)CC)C. (5) The reactants are: Br[C:2]1[CH:3]=[C:4]([NH:10][C:11]2[CH:16]=[CH:15][N:14]3[CH:17]=[CH:18][N:19]=[C:13]3[N:12]=2)[C:5](=[O:9])[N:6]([CH3:8])[CH:7]=1.[C:20]([O:23][CH2:24][C:25]1[C:26]([N:34]2[CH2:45][CH2:44][N:43]3[C:36](=[CH:37][C:38]4[CH2:39][C:40]([CH3:47])([CH3:46])[CH2:41][C:42]=43)[C:35]2=[O:48])=[N:27][CH:28]=[CH:29][C:30]=1B(O)O)(=[O:22])[CH3:21].[O-]P([O-])([O-])=O.[K+].[K+].[K+].O.O.O.C([O-])(=O)C.[Na+]. Given the product [C:20]([O:23][CH2:24][C:25]1[C:26]([N:34]2[CH2:45][CH2:44][N:43]3[C:36](=[CH:37][C:38]4[CH2:39][C:40]([CH3:47])([CH3:46])[CH2:41][C:42]=43)[C:35]2=[O:48])=[N:27][CH:28]=[CH:29][C:30]=1[C:2]1[CH:3]=[C:4]([NH:10][C:11]2[CH:16]=[CH:15][N:14]3[CH:17]=[CH:18][N:19]=[C:13]3[N:12]=2)[C:5](=[O:9])[N:6]([CH3:8])[CH:7]=1)(=[O:22])[CH3:21], predict the reactants needed to synthesize it.